From a dataset of Reaction yield outcomes from USPTO patents with 853,638 reactions. Predict the reaction yield, written as a fraction of the theoretical maximum amount of product (1.0 means a 100% yield; for example, 0.34 means a 34% yield). (1) The reactants are [CH3:1][C:2]1[O:6][C:5]([C:7]2[CH:12]=[CH:11][CH:10]=[CH:9][CH:8]=2)=[N:4][C:3]=1[CH2:13][CH2:14][O:15]S(C1C=CC(C)=CC=1)(=O)=O.C([O:28][C:29](=[O:51])[C:30]([CH3:50])([O:39][C:40]1[CH:41]=[C:42]2[C:47](=[CH:48][CH:49]=1)[N:46]=[CH:45][CH:44]=[CH:43]2)[CH2:31][C:32]1[CH:37]=[CH:36][C:35](O)=[CH:34][CH:33]=1)C.C([O-])([O-])=O.[K+].[K+].[OH-].[Na+]. The catalyst is CCO. The product is [CH3:50][C:30]([O:39][C:40]1[CH:41]=[C:42]2[C:47](=[CH:48][CH:49]=1)[N:46]=[CH:45][CH:44]=[CH:43]2)([CH2:31][C:32]1[CH:33]=[CH:34][C:35]([O:15][CH2:14][CH2:13][C:3]2[N:4]=[C:5]([C:7]3[CH:8]=[CH:9][CH:10]=[CH:11][CH:12]=3)[O:6][C:2]=2[CH3:1])=[CH:36][CH:37]=1)[C:29]([OH:51])=[O:28]. The yield is 0.500. (2) The reactants are [CH3:1][C:2]1[CH:7]=[CH:6][CH:5]=[C:4]([NH:8][C:9]2[CH:14]=[CH:13][CH:12]=[CH:11][CH:10]=2)[C:3]=1[NH2:15].[C:16]([O:20][C:21]([NH:23][C@@H:24]([CH3:28])[C:25](O)=[O:26])=[O:22])([CH3:19])([CH3:18])[CH3:17].C1C=CC2N(O)N=NC=2C=1.CN1CCOCC1.Cl.CN(C)CCCN=C=NCC. The catalyst is C(Cl)Cl. The product is [C:16]([O:20][C:21](=[O:22])[NH:23][C@H:24]([C:25](=[O:26])[NH:15][C:3]1[C:4]([NH:8][C:9]2[CH:10]=[CH:11][CH:12]=[CH:13][CH:14]=2)=[CH:5][CH:6]=[CH:7][C:2]=1[CH3:1])[CH3:28])([CH3:17])([CH3:18])[CH3:19]. The yield is 0.560. (3) The catalyst is CO.[Pd]. The product is [CH3:1][O:2][P:3]([CH2:7][CH2:8][C@@H:9]([OH:26])[C@@H:10]([OH:25])[C@@H:11]([OH:24])[CH2:12][N:13]([CH:14]=[O:15])[OH:16])(=[O:6])[O:4][CH3:5]. The yield is 0.950. The reactants are [CH3:1][O:2][P:3]([CH2:7][CH2:8][C@@H:9]([OH:26])[C@@H:10]([OH:25])[C@@H:11]([OH:24])[CH2:12][N:13]([O:16]CC1C=CC=CC=1)[CH:14]=[O:15])(=[O:6])[O:4][CH3:5].CC1C=C2N=C3C(=NC(NC3=O)=O)N(C[C@H](O)[C@H](O)[C@H](O)CO)C2=CC=1C. (4) The yield is 0.510. The catalyst is ClCCl. The reactants are [CH2:1]([OH:4])[CH2:2][OH:3].[CH2:5]([N:12]1[CH2:17][CH2:16][CH:15]([N:18]([CH:25]([CH3:27])[CH3:26])[C:19](=[O:24])[CH2:20][CH2:21][CH2:22]Cl)[CH2:14][CH2:13]1)[C:6]1[CH:11]=[CH:10][CH:9]=[CH:8][CH:7]=1.C1(C)C=CC(S(O)(=O)=O)=CC=1. The product is [CH2:5]([N:12]1[CH2:13][CH2:14][CH:15]([N:18]([CH:25]([CH3:26])[CH3:27])[C:19](=[O:24])[CH2:20][CH2:21][CH2:22][O:3][CH2:2][CH2:1][OH:4])[CH2:16][CH2:17]1)[C:6]1[CH:7]=[CH:8][CH:9]=[CH:10][CH:11]=1.